Dataset: Full USPTO retrosynthesis dataset with 1.9M reactions from patents (1976-2016). Task: Predict the reactants needed to synthesize the given product. Given the product [CH:10]1([NH:16][C:17]([CH:19]2[CH2:20][CH2:21][N:22]([CH2:2][C:3]3[N:8]=[C:7]([NH2:9])[CH:6]=[CH:5][N:4]=3)[CH2:23][CH2:24]2)=[O:18])[CH2:11][CH2:12][CH2:13][CH2:14][CH2:15]1, predict the reactants needed to synthesize it. The reactants are: Cl[CH2:2][C:3]1[N:8]=[C:7]([NH2:9])[CH:6]=[CH:5][N:4]=1.[CH:10]1([NH:16][C:17]([CH:19]2[CH2:24][CH2:23][NH:22][CH2:21][CH2:20]2)=[O:18])[CH2:15][CH2:14][CH2:13][CH2:12][CH2:11]1.